From a dataset of Forward reaction prediction with 1.9M reactions from USPTO patents (1976-2016). Predict the product of the given reaction. Given the reactants [NH2:1][CH2:2][C@H:3]1[C@H:9]([C:10]2[CH:15]=[CH:14][C:13]([Cl:16])=[C:12]([F:17])[CH:11]=2)[O:8][CH2:7][CH2:6][N:5](C(OC(C)(C)C)=O)[CH2:4]1.[N:25]1[CH:30]=[CH:29][CH:28]=[CH:27][C:26]=1[C:31](O)=[O:32], predict the reaction product. The product is: [ClH:16].[Cl:16][C:13]1[CH:14]=[CH:15][C:10]([C@@H:9]2[O:8][CH2:7][CH2:6][NH:5][CH2:4][C@H:3]2[CH2:2][NH:1][C:31]([C:26]2[CH:27]=[CH:28][CH:29]=[CH:30][N:25]=2)=[O:32])=[CH:11][C:12]=1[F:17].